This data is from Forward reaction prediction with 1.9M reactions from USPTO patents (1976-2016). The task is: Predict the product of the given reaction. Given the reactants [F:1][C:2]1[C:3]([CH3:25])=[C:4]([C:8]2([C:21]([O:23]C)=[O:22])[CH2:13][CH2:12][CH:11]([O:14][C:15]3[CH:20]=[CH:19][CH:18]=[CH:17][CH:16]=3)[CH2:10][CH2:9]2)[CH:5]=[CH:6][CH:7]=1.[OH-].[Na+], predict the reaction product. The product is: [F:1][C:2]1[C:3]([CH3:25])=[C:4]([C:8]2([C:21]([OH:23])=[O:22])[CH2:9][CH2:10][CH:11]([O:14][C:15]3[CH:16]=[CH:17][CH:18]=[CH:19][CH:20]=3)[CH2:12][CH2:13]2)[CH:5]=[CH:6][CH:7]=1.